Dataset: Full USPTO retrosynthesis dataset with 1.9M reactions from patents (1976-2016). Task: Predict the reactants needed to synthesize the given product. (1) Given the product [NH2:2][CH2:1][C:3]1[CH:30]=[C:29]([F:31])[CH:28]=[CH:27][C:4]=1[CH2:5][O:6][C:7]1[CH:12]=[C:11]([CH3:13])[N:10]([C:14]2[CH:15]=[C:16]([CH:21]=[CH:22][C:23]=2[CH3:24])[C:17]([O:19][CH3:20])=[O:18])[C:9](=[O:25])[C:8]=1[Cl:26], predict the reactants needed to synthesize it. The reactants are: [C:1]([C:3]1[CH:30]=[C:29]([F:31])[CH:28]=[CH:27][C:4]=1[CH2:5][O:6][C:7]1[CH:12]=[C:11]([CH3:13])[N:10]([C:14]2[CH:15]=[C:16]([CH:21]=[CH:22][C:23]=2[CH3:24])[C:17]([O:19][CH3:20])=[O:18])[C:9](=[O:25])[C:8]=1[Cl:26])#[N:2].CSC.B. (2) Given the product [F:27][CH2:28][CH2:29][N:30]1[CH:34]=[C:33]([C:2]2[CH:11]=[C:10]3[C:5]([CH2:6][CH:7]([CH3:26])[N:8]([C:12]4[CH:17]=[C:16]([N:18]5[CH2:23][CH2:22][N:21]([CH3:24])[CH2:20][CH2:19]5)[N:15]=[C:14]([NH2:25])[N:13]=4)[CH2:9]3)=[CH:4][CH:3]=2)[CH:32]=[N:31]1, predict the reactants needed to synthesize it. The reactants are: Br[C:2]1[CH:11]=[C:10]2[C:5]([CH2:6][CH:7]([CH3:26])[N:8]([C:12]3[CH:17]=[C:16]([N:18]4[CH2:23][CH2:22][N:21]([CH3:24])[CH2:20][CH2:19]4)[N:15]=[C:14]([NH2:25])[N:13]=3)[CH2:9]2)=[CH:4][CH:3]=1.[F:27][CH2:28][CH2:29][N:30]1[CH:34]=[C:33](B2OC(C)(C)C(C)(C)O2)[CH:32]=[N:31]1.C(=O)(O)[O-].[Na+].O1CCOCC1. (3) Given the product [F:1][C:2]1[C:3]2[O:4][CH2:5][CH2:6][C:7](=[O:9])[C:10]=2[C:11]([CH3:14])=[CH:12][CH:13]=1, predict the reactants needed to synthesize it. The reactants are: [F:1][C:2]1[CH:13]=[CH:12][C:11]([CH3:14])=[CH:10][C:3]=1[O:4][CH2:5][CH2:6][C:7]([OH:9])=O. (4) Given the product [CH2:1]([O:3][C:4](=[O:27])[CH2:5][C:6]1[C:14]2[C:9](=[CH:10][C:11]([C:15]3[CH:16]=[C:17]([N+:24]([O-:26])=[O:25])[CH:18]=[C:19]([N+:21]([O-:23])=[O:22])[CH:20]=3)=[CH:12][CH:13]=2)[N:8]([CH2:29][C:30]2[C:31]3[CH:38]=[C:37]([Cl:39])[CH:36]=[C:35]([N:40]([CH:41]=[O:42])[CH3:43])[C:32]=3[S:33][CH:34]=2)[CH:7]=1)[CH3:2], predict the reactants needed to synthesize it. The reactants are: [CH2:1]([O:3][C:4](=[O:27])[CH2:5][C:6]1[C:14]2[C:9](=[CH:10][C:11]([C:15]3[CH:20]=[C:19]([N+:21]([O-:23])=[O:22])[CH:18]=[C:17]([N+:24]([O-:26])=[O:25])[CH:16]=3)=[CH:12][CH:13]=2)[NH:8][CH:7]=1)[CH3:2].Br[CH2:29][C:30]1[C:31]2[CH:38]=[C:37]([Cl:39])[CH:36]=[C:35]([N:40]([CH3:43])[CH:41]=[O:42])[C:32]=2[S:33][CH:34]=1. (5) Given the product [CH3:18][O:17][C:14]1[CH:15]=[CH:16][C:11]([CH2:10][N:8]2[CH:9]=[C:5]([C:3](=[O:4])[CH2:2][S:20][C:21]#[N:22])[C:6]([CH3:19])=[N:7]2)=[CH:12][CH:13]=1, predict the reactants needed to synthesize it. The reactants are: Br[CH2:2][C:3]([C:5]1[C:6]([CH3:19])=[N:7][N:8]([CH2:10][C:11]2[CH:16]=[CH:15][C:14]([O:17][CH3:18])=[CH:13][CH:12]=2)[CH:9]=1)=[O:4].[S-:20][C:21]#[N:22].[K+]. (6) The reactants are: [CH2:1]=[C:2](B(O)O)[CH3:3].Br[C:8]1[CH:9]=[C:10]2[C:14](=[CH:15][CH:16]=1)[NH:13][N:12]=[CH:11]2.C([O-])([O-])=O.[Cs+].[Cs+]. Given the product [CH2:1]=[C:2]([C:8]1[CH:9]=[C:10]2[C:14](=[CH:15][CH:16]=1)[NH:13][N:12]=[CH:11]2)[CH3:3].[NH:13]1[C:14]2[C:10](=[CH:9][CH:8]=[CH:16][CH:15]=2)[CH:11]=[N:12]1, predict the reactants needed to synthesize it.